This data is from Catalyst prediction with 721,799 reactions and 888 catalyst types from USPTO. The task is: Predict which catalyst facilitates the given reaction. (1) Reactant: [NH2:1][C:2]1[CH:3]=[C:4]([CH:15]=[CH:16][C:17]=1[O:18][CH3:19])[C:5]([NH:7][C:8]1[CH:13]=[CH:12][C:11]([Cl:14])=[CH:10][CH:9]=1)=[O:6].[Cl:20][C:21]1[CH:22]=[C:23]([N:28]=[C:29]=[S:30])[CH:24]=[C:25]([Cl:27])[CH:26]=1. Product: [Cl:14][C:11]1[CH:10]=[CH:9][C:8]([NH:7][C:5](=[O:6])[C:4]2[CH:15]=[CH:16][C:17]([O:18][CH3:19])=[C:2]([NH:1][C:29]([NH:28][C:23]3[CH:24]=[C:25]([Cl:27])[CH:26]=[C:21]([Cl:20])[CH:22]=3)=[S:30])[CH:3]=2)=[CH:13][CH:12]=1. The catalyst class is: 18. (2) Reactant: [CH3:1][C@H:2]([C:4]1[CH:9]=[CH:8][N:7]=[CH:6][CH:5]=1)O.CS(Cl)(=O)=O.S([O-])(=O)(=O)C.[CH3:20][O:21][C:22]1[CH:27]=[CH:26][C:25]([C:28]2[C:33]([CH3:34])=[C:32]([C:35]([F:38])([F:37])[F:36])[N:31]3[N:39]=[CH:40][C:41]([C:42]([N:44]4[CH2:49][CH2:48][NH:47][CH2:46][C@H:45]4[CH3:50])=[O:43])=[C:30]3[N:29]=2)=[CH:24][CH:23]=1. Product: [CH3:20][O:21][C:22]1[CH:23]=[CH:24][C:25]([C:28]2[C:33]([CH3:34])=[C:32]([C:35]([F:37])([F:36])[F:38])[N:31]3[N:39]=[CH:40][C:41]([C:42]([N:44]4[CH2:49][CH2:48][N:47]([C@H:2]([C:4]5[CH:9]=[CH:8][N:7]=[CH:6][CH:5]=5)[CH3:1])[CH2:46][C@H:45]4[CH3:50])=[O:43])=[C:30]3[N:29]=2)=[CH:26][CH:27]=1. The catalyst class is: 61.